From a dataset of Forward reaction prediction with 1.9M reactions from USPTO patents (1976-2016). Predict the product of the given reaction. (1) Given the reactants [CH2:1]([NH2:3])[CH3:2].[NH:4]1[CH:8]=[CH:7][N:6]=[C:5]1[CH:9]=O, predict the reaction product. The product is: [CH2:1]([NH:3][CH2:9][C:5]1[NH:4][CH:8]=[CH:7][N:6]=1)[CH3:2]. (2) Given the reactants [CH3:1][N:2]([CH3:5])[CH:3]=O.ClC[CH2:8][O:9][C:10]1[CH:19]=[C:18]2[C:13]([C:14]([O:20][C:21]3[C:22]([CH3:31])=[N:23][C:24]4[C:29]([CH:30]=3)=[CH:28][CH:27]=[CH:26][CH:25]=4)=[CH:15][CH:16]=[N:17]2)=[CH:12][C:11]=1[O:32][CH3:33].C(=O)([O-])[O-].[K+].[K+].[I-].[Na+], predict the reaction product. The product is: [CH3:33][O:32][C:11]1[CH:12]=[C:13]2[C:18](=[CH:19][C:10]=1[O:9][CH2:8][CH2:3][N:2]([CH3:5])[CH3:1])[N:17]=[CH:16][CH:15]=[C:14]2[O:20][C:21]1[C:22]([CH3:31])=[N:23][C:24]2[C:29]([CH:30]=1)=[CH:28][CH:27]=[CH:26][CH:25]=2.